Dataset: Forward reaction prediction with 1.9M reactions from USPTO patents (1976-2016). Task: Predict the product of the given reaction. (1) The product is: [CH2:1]([C:8]1[N:9]([CH3:19])[C:10]([C@@H:13]2[CH2:17][CH2:16][C@H:15]([NH:18][C:30]3[N:35]=[CH:34][N:33]=[C:32]4[NH:36][N:37]=[CH:38][C:31]=34)[CH2:14]2)=[N:11][N:12]=1)[C:2]1[CH:7]=[CH:6][CH:5]=[CH:4][CH:3]=1. Given the reactants [CH2:1]([C:8]1[N:9]([CH3:19])[C:10]([C@@H:13]2[CH2:17][CH2:16][C@H:15]([NH2:18])[CH2:14]2)=[N:11][N:12]=1)[C:2]1[CH:7]=[CH:6][CH:5]=[CH:4][CH:3]=1.CCN(C(C)C)C(C)C.Cl[C:30]1[N:35]=[CH:34][N:33]=[C:32]2[N:36](C3CCCCO3)[N:37]=[CH:38][C:31]=12, predict the reaction product. (2) Given the reactants [F:1][C:2]1[CH:7]=[CH:6][C:5]([C:8]2[CH:29]=[CH:28][C:11]3[N:12]=[C:13]([C:18]4[CH:19]=[C:20]([CH:25]=[CH:26][CH:27]=4)[C:21]([NH:23][OH:24])=[NH:22])[CH2:14][C:15](=[O:17])[NH:16][C:10]=3[CH:9]=2)=[CH:4][CH:3]=1.[H-].[Na+].[C:32]1(=O)[O:36][CH2:35][CH2:34][CH2:33]1, predict the reaction product. The product is: [F:1][C:2]1[CH:3]=[CH:4][C:5]([C:8]2[CH:29]=[CH:28][C:11]3[N:12]=[C:13]([C:18]4[CH:27]=[CH:26][CH:25]=[C:20]([C:21]5[N:22]=[C:32]([CH2:33][CH2:34][CH2:35][OH:36])[O:24][N:23]=5)[CH:19]=4)[CH2:14][C:15](=[O:17])[NH:16][C:10]=3[CH:9]=2)=[CH:6][CH:7]=1. (3) The product is: [C:7]([C:6]1[N:2]([O:1][C:17](=[O:18])[N:16]([CH3:15])[C:20]2[CH:25]=[CH:24][CH:23]=[CH:22][CH:21]=2)[N:3]=[CH:4][CH:5]=1)(=[O:14])[C:8]1[CH:13]=[CH:12][CH:11]=[CH:10][CH:9]=1. Given the reactants [OH:1][N:2]1[C:6]([C:7](=[O:14])[C:8]2[CH:13]=[CH:12][CH:11]=[CH:10][CH:9]=2)=[CH:5][CH:4]=[N:3]1.[CH3:15][N:16]([C:20]1[CH:25]=[CH:24][CH:23]=[CH:22][CH:21]=1)[C:17](Cl)=[O:18], predict the reaction product. (4) Given the reactants [CH2:1](Br)[C:2]1[CH:7]=[CH:6][CH:5]=[CH:4][CH:3]=1.[Br:9][C:10]1[C:14]([CH3:15])=[C:13]([C:16]([F:19])([F:18])[F:17])[NH:12][C:11]=1[C:20]([O:22][CH2:23][CH3:24])=[O:21].C([O-])([O-])=O.[K+].[K+], predict the reaction product. The product is: [CH2:1]([N:12]1[C:13]([C:16]([F:19])([F:17])[F:18])=[C:14]([CH3:15])[C:10]([Br:9])=[C:11]1[C:20]([O:22][CH2:23][CH3:24])=[O:21])[C:2]1[CH:7]=[CH:6][CH:5]=[CH:4][CH:3]=1.